From a dataset of Full USPTO retrosynthesis dataset with 1.9M reactions from patents (1976-2016). Predict the reactants needed to synthesize the given product. (1) Given the product [C:20]([C:5]1[C:6]([O:9][S:10]([C:13]2[CH:18]=[CH:17][C:16]([CH3:19])=[CH:15][CH:14]=2)(=[O:12])=[O:11])=[N:7][N:8]2[C:4]=1[C:1]([CH3:2])=[N:30][N:29]=[C:27]2[C:26]1[CH:31]=[C:32]([F:35])[CH:33]=[CH:34][C:25]=1[F:24])([CH3:23])([CH3:22])[CH3:21], predict the reactants needed to synthesize it. The reactants are: [C:1]([C:4]1[NH:8][N:7]=[C:6]([O:9][S:10]([C:13]2[CH:18]=[CH:17][C:16]([CH3:19])=[CH:15][CH:14]=2)(=[O:12])=[O:11])[C:5]=1[C:20]([CH3:23])([CH3:22])[CH3:21])(=O)[CH3:2].[F:24][C:25]1[CH:34]=[CH:33][C:32]([F:35])=[CH:31][C:26]=1[C:27]([NH:29][NH2:30])=O. (2) Given the product [CH:30]1([C@H:28]([NH:10][CH2:9][C:7]2[N:6]=[N:5][N:4]([CH2:3][C:1]#[N:2])[CH:8]=2)[CH3:29])[CH2:31][CH2:32][CH2:33]1, predict the reactants needed to synthesize it. The reactants are: [C:1]([CH2:3][N:4]1[CH:8]=[C:7]([CH2:9][N:10]([C@@H:28]([CH:30]2[CH2:33][CH2:32][CH2:31]2)[CH3:29])C(=O)OCC2C3C=CC=CC=3C3C2=CC=CC=3)[N:6]=[N:5]1)#[N:2].N1CCCCC1. (3) Given the product [Cl:21][P:20]1[C:9]2[CH:10]=[CH:11][CH:12]=[CH:13][C:8]=2[C:3]2[CH:4]=[CH:5][CH:6]=[CH:7][C:2]1=2, predict the reactants needed to synthesize it. The reactants are: Br[C:2]1[CH:7]=[CH:6][CH:5]=[CH:4][C:3]=1[C:8]1[CH:13]=[CH:12][CH:11]=[CH:10][C:9]=1Br.C([Li])CCC.[P:20](Cl)(Cl)[Cl:21]. (4) Given the product [O:21]=[C:15]1[CH:14]([N:8]2[CH2:7][C:6]3[C:10](=[CH:11][CH:12]=[C:4]([CH2:3][NH:2][C:32]([NH:31][C:27]4[CH:28]=[CH:29][CH:30]=[C:25]([N+:22]([O-:24])=[O:23])[CH:26]=4)=[O:33])[CH:5]=3)[C:9]2=[O:13])[CH2:19][CH2:18][C:17](=[O:20])[NH:16]1, predict the reactants needed to synthesize it. The reactants are: Cl.[NH2:2][CH2:3][C:4]1[CH:5]=[C:6]2[C:10](=[CH:11][CH:12]=1)[C:9](=[O:13])[N:8]([CH:14]1[CH2:19][CH2:18][C:17](=[O:20])[NH:16][C:15]1=[O:21])[CH2:7]2.[N+:22]([C:25]1[CH:26]=[C:27]([N:31]=[C:32]=[O:33])[CH:28]=[CH:29][CH:30]=1)([O-:24])=[O:23]. (5) The reactants are: P(Cl)(Cl)([Cl:3])=O.CN(C)[CH:8]=[O:9].[CH2:11]([N:13]1[C:17](O)=[CH:16][C:15]([C:19]([F:22])([F:21])[F:20])=[N:14]1)[CH3:12]. Given the product [Cl:3][C:17]1[N:13]([CH2:11][CH3:12])[N:14]=[C:15]([C:19]([F:22])([F:21])[F:20])[C:16]=1[CH:8]=[O:9], predict the reactants needed to synthesize it. (6) The reactants are: [Cl:1][C:2]1[CH:3]=[C:4]([CH:6]=[CH:7][CH:8]=1)[NH2:5].[O-]S([O-])(=O)=O.[Na+].[Na+].[F:16][C:17]1[CH:24]=[CH:23][C:20]([CH:21]=O)=[C:19]([N+:25]([O-])=O)[CH:18]=1.[In].II. Given the product [Cl:1][C:2]1[CH:3]=[C:4]([NH:5][C:21]2[N:5]([C:4]3[CH:6]=[CH:7][CH:8]=[C:2]([Cl:1])[CH:3]=3)[N:25]=[C:19]3[C:20]=2[CH:23]=[CH:24][C:17]([F:16])=[CH:18]3)[CH:6]=[CH:7][CH:8]=1, predict the reactants needed to synthesize it. (7) Given the product [NH2:1][C:2]1[N:10]=[C:9]([O:11][CH2:12][CH2:13][CH2:14][CH3:15])[N:8]=[C:7]2[C:3]=1[N:4]=[C:5]([O:35][CH3:36])[N:6]2[CH2:16][CH:17]1[CH2:22][CH2:21][N:20]([C:25]([O:27][CH2:28][C:29]2[CH:34]=[CH:33][CH:32]=[CH:31][CH:30]=2)=[O:26])[CH2:19][CH2:18]1, predict the reactants needed to synthesize it. The reactants are: [NH2:1][C:2]1[N:10]=[C:9]([O:11][CH2:12][CH2:13][CH2:14][CH3:15])[N:8]=[C:7]2[C:3]=1[N:4]=[C:5]([O:35][CH3:36])[N:6]2[CH2:16][CH2:17][CH2:18][CH:19]1CC[CH2:22][CH2:21][N:20]1[C:25]([O:27][CH2:28][C:29]1[CH:34]=[CH:33][CH:32]=[CH:31][CH:30]=1)=[O:26].FC(F)(F)C(O)=O.C(OC1N=C2C(N=C(OC)N2)=C(N)N=1)CCC.BrCC1CCN(C(OCC2C=CC=CC=2)=O)CC1.